From a dataset of Catalyst prediction with 721,799 reactions and 888 catalyst types from USPTO. Predict which catalyst facilitates the given reaction. Reactant: [CH3:1][O:2][C:3]1[CH:20]=[CH:19][C:6]([CH2:7][N:8]2[C:12]3=[N:13][CH:14]=[CH:15][C:16](Cl)=[C:11]3[C:10]([CH3:18])=[N:9]2)=[CH:5][CH:4]=1.[CH:21]1([CH2:24][NH:25][C:26]2[N:31]([CH3:32])[C:30](=[O:33])[C:29]([C:34]3[CH:39]=[CH:38][C:37]([OH:40])=[C:36]([F:41])[CH:35]=3)=[CH:28][N:27]=2)[CH2:23][CH2:22]1.C(=O)([O-])[O-].[K+].[K+].CC([O-])(C)C.[K+]. Product: [CH:21]1([CH2:24][NH:25][C:26]2[N:31]([CH3:32])[C:30](=[O:33])[C:29]([C:34]3[CH:39]=[CH:38][C:37]([O:40][C:16]4[CH:15]=[CH:14][N:13]=[C:12]5[N:8]([CH2:7][C:6]6[CH:19]=[CH:20][C:3]([O:2][CH3:1])=[CH:4][CH:5]=6)[N:9]=[C:10]([CH3:18])[C:11]=45)=[C:36]([F:41])[CH:35]=3)=[CH:28][N:27]=2)[CH2:23][CH2:22]1. The catalyst class is: 3.